The task is: Predict the reaction yield, written as a fraction of the theoretical maximum amount of product (1.0 means a 100% yield; for example, 0.34 means a 34% yield).. This data is from Reaction yield outcomes from USPTO patents with 853,638 reactions. (1) The reactants are [Cl:1][C:2]1[CH:3]=[CH:4][C:5]([N:28]2[CH:32]=[N:31][N:30]=[N:29]2)=[C:6]([CH2:8][NH:9][C:10]([C@@H:12]2[CH2:16][CH:15]=[N:14][N:13]2[C:17](=[O:27])[C@@H:18]([C:20]2[CH:25]=[CH:24][C:23]([F:26])=[CH:22][CH:21]=2)[OH:19])=[O:11])[CH:7]=1.N1C=CC=CC=1.[C:39](Cl)(=[O:46])[C:40]1[CH:45]=[CH:44][CH:43]=[CH:42][CH:41]=1. The catalyst is CN(C1C=CN=CC=1)C.C(Cl)Cl. The product is [C:39]([O:19][C@H:18]([C:20]1[CH:25]=[CH:24][C:23]([F:26])=[CH:22][CH:21]=1)[C:17]([N:13]1[C@H:12]([C:10](=[O:11])[NH:9][CH2:8][C:6]2[CH:7]=[C:2]([Cl:1])[CH:3]=[CH:4][C:5]=2[N:28]2[CH:32]=[N:31][N:30]=[N:29]2)[CH2:16][CH:15]=[N:14]1)=[O:27])(=[O:46])[C:40]1[CH:45]=[CH:44][CH:43]=[CH:42][CH:41]=1. The yield is 0.130. (2) The product is [Br:23][C:21]1[CH:22]=[C:17]([NH:15][C:13]2[CH:14]=[C:8]3[CH2:7][N:6]([CH:4]([CH3:5])[CH2:3][O:2][CH3:1])[CH2:11][CH2:10][N:9]3[N:12]=2)[C:18](=[O:25])[N:19]([CH3:24])[CH:20]=1. The yield is 0.580. The catalyst is C1C=CC(/C=C/C(/C=C/C2C=CC=CC=2)=O)=CC=1.C1C=CC(/C=C/C(/C=C/C2C=CC=CC=2)=O)=CC=1.C1C=CC(/C=C/C(/C=C/C2C=CC=CC=2)=O)=CC=1.[Pd].[Pd].O1CCOCC1. The reactants are [CH3:1][O:2][CH2:3][CH:4]([N:6]1[CH2:11][CH2:10][N:9]2[N:12]=[C:13]([NH2:15])[CH:14]=[C:8]2[CH2:7]1)[CH3:5].Br[C:17]1[C:18](=[O:25])[N:19]([CH3:24])[CH:20]=[C:21]([Br:23])[CH:22]=1.C(=O)([O-])[O-].[Cs+].[Cs+].CC1(C)C2C(=C(P(C3C=CC=CC=3)C3C=CC=CC=3)C=CC=2)OC2C(P(C3C=CC=CC=3)C3C=CC=CC=3)=CC=CC1=2. (3) The reactants are [Se-2:1].[Na+].[Na+].Cl[C:5]1[C:10]([C:11]#[N:12])=[CH:9][CH:8]=[CH:7][N:6]=1.Cl[CH2:14][C:15]#[N:16].C[O-].[Na+]. The catalyst is CN(C=O)C.CO.O. The product is [NH2:12][C:11]1[C:10]2[C:5](=[N:6][CH:7]=[CH:8][CH:9]=2)[Se:1][C:14]=1[C:15]#[N:16]. The yield is 0.810. (4) The reactants are I[C:2]1[CH:3]=[C:4]([CH:7]=[O:8])[NH:5][CH:6]=1.[Br:9][C:10]1[CH:15]=[CH:14][CH:13]=[C:12]([C:16]#[CH:17])[CH:11]=1.C(N(CC)CC)C.CCCCCC. The catalyst is CN(C=O)C.O.[Cu](I)I.C(OCC)(=O)C. The product is [Br:9][C:10]1[CH:11]=[C:12]([C:16]#[C:17][C:2]2[CH:3]=[C:4]([CH:7]=[O:8])[NH:5][CH:6]=2)[CH:13]=[CH:14][CH:15]=1. The yield is 0.930. (5) The product is [F:1][C:2]([F:7])([F:6])[C:3]([OH:5])=[O:4].[CH:8]1([CH:13]([N:19]2[CH:23]=[C:22]([C:24]3[C:25]4[CH:32]=[CH:31][NH:30][C:26]=4[N:27]=[CH:28][N:29]=3)[CH:21]=[N:20]2)[CH2:14][CH2:15][CH:16]([F:17])[F:18])[CH2:12][CH2:11][CH2:10][CH2:9]1. The catalyst is CO.[Pd]. The reactants are [F:1][C:2]([F:7])([F:6])[C:3]([OH:5])=[O:4].[CH:8]1([CH:13]([N:19]2[CH:23]=[C:22]([C:24]3[C:25]4[CH:32]=[CH:31][NH:30][C:26]=4[N:27]=[CH:28][N:29]=3)[CH:21]=[N:20]2)[CH2:14][CH:15]=[C:16]([F:18])[F:17])[CH2:12][CH2:11][CH2:10][CH2:9]1. The yield is 0.210. (6) The reactants are [C:1]([CH:3]([C:11]1[C:16]([C:17]([F:20])([F:19])[F:18])=[CH:15][C:14]([N+:21]([O-:23])=[O:22])=[CH:13][N:12]=1)C(OC(C)(C)C)=O)#[N:2].Cl. The catalyst is CO. The product is [N+:21]([C:14]1[CH:15]=[C:16]([C:17]([F:20])([F:18])[F:19])[C:11]([CH2:3][C:1]#[N:2])=[N:12][CH:13]=1)([O-:23])=[O:22]. The yield is 0.544. (7) The reactants are [OH:1][C:2]1[CH:3]=[C:4](B(O)O)[CH:5]=[CH:6][CH:7]=1.I[C:12]1[CH:17]=[CH:16][C:15]([O:18][CH3:19])=[CH:14][CH:13]=1.O. The catalyst is C([O-])([O-])=O.[K+].[K+].CC(C)=O.CC([O-])=O.CC([O-])=O.[Pd+2]. The product is [CH3:19][O:18][C:15]1[CH:16]=[CH:17][C:12]([C:6]2[CH:5]=[CH:4][CH:3]=[C:2]([OH:1])[CH:7]=2)=[CH:13][CH:14]=1. The yield is 0.820.